From a dataset of Catalyst prediction with 721,799 reactions and 888 catalyst types from USPTO. Predict which catalyst facilitates the given reaction. (1) Reactant: [NH2:1][CH2:2][C:3]1[CH:8]=[C:7]([CH:9]=[CH2:10])[C:6]([NH:11][S:12]([CH3:15])(=[O:14])=[O:13])=[C:5]([F:16])[CH:4]=1.[C:17]([C:21]1[CH:26]=[CH:25][C:24]([N:27]=[C:28]=[O:29])=[CH:23][CH:22]=1)([CH3:20])([CH3:19])[CH3:18]. Product: [C:17]([C:21]1[CH:26]=[CH:25][C:24]([NH:27][C:28](=[O:29])[NH:1][CH2:2][C:3]2[CH:8]=[C:7]([CH:9]=[CH2:10])[C:6]([NH:11][S:12]([CH3:15])(=[O:14])=[O:13])=[C:5]([F:16])[CH:4]=2)=[CH:23][CH:22]=1)([CH3:20])([CH3:18])[CH3:19]. The catalyst class is: 2. (2) Reactant: [H-].[Na+].[CH3:3][O:4][C:5](=[O:21])[C:6]1[CH:11]=[CH:10][CH:9]=[CH:8][C:7]=1[CH2:12]P(OCC)(OCC)=O.C1OCCOCCOCCOCCOC1.[C:37]([N:44]1[CH2:49][CH2:48][C:47](=O)[CH2:46][CH2:45]1)([O:39][C:40]([CH3:43])([CH3:42])[CH3:41])=[O:38]. Product: [C:40]([O:39][C:37]([N:44]1[CH2:49][CH2:48][C:47](=[CH:12][C:7]2[CH:8]=[CH:9][CH:10]=[CH:11][C:6]=2[C:5]([O:4][CH3:3])=[O:21])[CH2:46][CH2:45]1)=[O:38])([CH3:43])([CH3:41])[CH3:42]. The catalyst class is: 20. (3) Reactant: [CH2:1]([N:8]1[CH2:12][CH2:11][CH:10]([CH:13]([NH:16][CH2:17][C:18]2[CH:23]=[CH:22][CH:21]=[CH:20][CH:19]=2)[CH2:14][F:15])[C:9]1=O)[C:2]1[CH:7]=[CH:6][CH:5]=[CH:4][CH:3]=1.[H-].[Al+3].[Li+].[H-].[H-].[H-]. Product: [CH2:17]([NH:16][CH:13]([CH:10]1[CH2:11][CH2:12][N:8]([CH2:1][C:2]2[CH:7]=[CH:6][CH:5]=[CH:4][CH:3]=2)[CH2:9]1)[CH2:14][F:15])[C:18]1[CH:19]=[CH:20][CH:21]=[CH:22][CH:23]=1. The catalyst class is: 7. (4) Reactant: [Cl:1][C:2]1[CH:7]=[CH:6][CH:5]=[CH:4][C:3]=1[N:8]1[C:13]([CH:14]=O)=[CH:12][C:11]2[NH:16][N:17]=[C:18]([N:19]3[C:27](=[O:28])[C:26]4[C:21](=[CH:22][CH:23]=[CH:24][CH:25]=4)[C:20]3=[O:29])[C:10]=2[C:9]1=[O:30].FC(F)(F)C([NH:35]OC(C(F)(F)F)=O)=O.N1C=CC=CC=1.C1C=CC=CC=1. Product: [Cl:1][C:2]1[CH:7]=[CH:6][CH:5]=[CH:4][C:3]=1[N:8]1[C:13]([C:14]#[N:35])=[CH:12][C:11]2[NH:16][N:17]=[C:18]([N:19]3[C:27](=[O:28])[C:26]4[C:21](=[CH:22][CH:23]=[CH:24][CH:25]=4)[C:20]3=[O:29])[C:10]=2[C:9]1=[O:30]. The catalyst class is: 6. (5) Reactant: Br[C:2]1[C:3]([C:14]2[CH:19]=[CH:18][CH:17]=[CH:16][CH:15]=2)=[N:4][S:5][C:6]=1[NH:7][C:8]([C@@H:10]1[CH2:12][C@H:11]1[CH3:13])=[O:9].[CH2:20]([Li])CCC.CI. Product: [CH3:13][C@@H:11]1[CH2:12][C@H:10]1[C:8]([NH:7][C:6]1[S:5][N:4]=[C:3]([C:14]2[CH:19]=[CH:18][CH:17]=[CH:16][CH:15]=2)[C:2]=1[CH3:20])=[O:9]. The catalyst class is: 1. (6) Reactant: [C:1]([C:3]1[N:8]=[C:7]([C:9](OC)=[O:10])[C:6]([C:13](OC)=[O:14])=[CH:5][CH:4]=1)#[N:2].[BH4-].[Li+].C([O-])(O)=O.[Na+]. Product: [OH:14][CH2:13][C:6]1[CH:5]=[CH:4][C:3]([C:1]#[N:2])=[N:8][C:7]=1[CH2:9][OH:10]. The catalyst class is: 301. (7) Reactant: [OH:1][C@H:2]([C:18]1[CH:23]=[CH:22][CH:21]=[CH:20][CH:19]=1)[CH2:3][CH2:4][CH2:5][CH2:6][N:7]1[C:15](=[O:16])[C:14]2[C:9](=[CH:10][CH:11]=[CH:12][CH:13]=2)[C:8]1=[O:17].[C:24](OC(=O)C)(=[O:26])[CH3:25]. Product: [C:24]([O:1][C@H:2]([C:18]1[CH:23]=[CH:22][CH:21]=[CH:20][CH:19]=1)[CH2:3][CH2:4][CH2:5][CH2:6][N:7]1[C:8](=[O:17])[C:9]2[C:14](=[CH:13][CH:12]=[CH:11][CH:10]=2)[C:15]1=[O:16])(=[O:26])[CH3:25]. The catalyst class is: 17.